Dataset: Forward reaction prediction with 1.9M reactions from USPTO patents (1976-2016). Task: Predict the product of the given reaction. (1) Given the reactants CN(C)/[CH:3]=[CH:4]/[C:5]([C:7]1[C:12](=[O:13])[CH:11]=[CH:10][N:9]([C:14]2[CH:19]=[CH:18][CH:17]=[C:16]([S:20]([N:23]3[CH2:27][CH2:26][CH2:25][CH2:24]3)(=[O:22])=[O:21])[CH:15]=2)[N:8]=1)=O.[CH:29]1[C:38]2[C:33](=[C:34]([NH:39][NH2:40])[CH:35]=[CH:36][CH:37]=2)[CH:32]=[CH:31][N:30]=1, predict the reaction product. The product is: [CH:29]1[C:38]2[C:33](=[C:34]([N:39]3[C:5]([C:7]4[C:12](=[O:13])[CH:11]=[CH:10][N:9]([C:14]5[CH:19]=[CH:18][CH:17]=[C:16]([S:20]([N:23]6[CH2:27][CH2:26][CH2:25][CH2:24]6)(=[O:21])=[O:22])[CH:15]=5)[N:8]=4)=[CH:4][CH:3]=[N:40]3)[CH:35]=[CH:36][CH:37]=2)[CH:32]=[CH:31][N:30]=1. (2) Given the reactants [CH3:1][S:2](Cl)(=[O:4])=[O:3].[NH:6]1[C:14]2[C:9](=[CH:10][CH:11]=[CH:12][CH:13]=2)[CH:8]([CH2:15][OH:16])[CH2:7]1.CCN(C(C)C)C(C)C, predict the reaction product. The product is: [NH:6]1[C:14]2[C:9](=[CH:10][CH:11]=[CH:12][CH:13]=2)[CH:8]([CH2:15][O:16][S:2]([CH3:1])(=[O:4])=[O:3])[CH2:7]1. (3) Given the reactants [NH2:1][CH2:2][CH2:3][NH:4][CH2:5][CH2:6][NH2:7].I[CH2:9][CH2:10][O:11][CH2:12][CH2:13][O:14][CH:15](O)[CH3:16].C[OH:19].[NH4+].[OH-], predict the reaction product. The product is: [CH2:9]([OH:19])[CH2:10][O:11][CH2:12][CH2:13][O:14][CH2:15][CH2:16][NH:1][CH2:2][CH2:3][NH:4][CH2:5][CH2:6][NH2:7].